Dataset: Reaction yield outcomes from USPTO patents with 853,638 reactions. Task: Predict the reaction yield, written as a fraction of the theoretical maximum amount of product (1.0 means a 100% yield; for example, 0.34 means a 34% yield). (1) The reactants are Cl[CH:2]([C:16]1[CH:21]=[CH:20][CH:19]=[C:18]([N+:22]([O-:24])=[O:23])[CH:17]=1)[C:3]1[CH:15]=[CH:14][C:6]([C:7]([N:9]([CH2:12][CH3:13])[CH2:10][CH3:11])=[O:8])=[CH:5][CH:4]=1.C(=O)([O-])[O-].[Na+].[Na+].[F:31][C:32]1[CH:44]=[CH:43][C:35]([CH2:36][N:37]2[CH2:42][CH2:41][NH:40][CH2:39][CH2:38]2)=[CH:34][CH:33]=1.[I-].[K+]. The catalyst is CC(=O)CC.O.C1(C)C=CC=CC=1. The product is [CH2:10]([N:9]([CH2:12][CH3:13])[C:7](=[O:8])[C:6]1[CH:14]=[CH:15][C:3]([CH:2]([N:40]2[CH2:39][CH2:38][N:37]([CH2:36][C:35]3[CH:43]=[CH:44][C:32]([F:31])=[CH:33][CH:34]=3)[CH2:42][CH2:41]2)[C:16]2[CH:21]=[CH:20][CH:19]=[C:18]([N+:22]([O-:24])=[O:23])[CH:17]=2)=[CH:4][CH:5]=1)[CH3:11]. The yield is 0.820. (2) The reactants are [CH3:1][NH:2][C:3]1[CH:7]=[C:6]([C:8]2[CH:13]=[CH:12][N:11]=[CH:10][CH:9]=2)[S:5][C:4]=1[C:14]([NH2:16])=O.[CH3:17][C:18](=O)[CH2:19][CH3:20].[OH2:22].C1(C)C=CC(S(O)(=O)=O)=CC=1.C(=O)([O-])O.[Na+]. The catalyst is C(O)(=O)C. The product is [CH2:19]([C:18]1([CH3:17])[N:2]([CH3:1])[C:3]2[CH:7]=[C:6]([C:8]3[CH:13]=[CH:12][N:11]=[CH:10][CH:9]=3)[S:5][C:4]=2[C:14](=[O:22])[NH:16]1)[CH3:20]. The yield is 0.630. (3) The reactants are I[C:2]1[CH:7]=[CH:6][CH:5]=[CH:4][CH:3]=1.[CH2:8]([O:10][C:11](=[O:20])[CH:12]=[CH:13][CH2:14][C:15]([O:17][CH2:18][CH3:19])=[O:16])[CH3:9].CC([O-])=O.[Na+]. The catalyst is CC(N(C)C)=O.C(Cl)Cl.CC([O-])=O.CC([O-])=O.[Pd+2]. The product is [C:2]1(/[C:13](/[CH2:12][C:11]([O:10][CH2:8][CH3:9])=[O:20])=[CH:14]\[C:15]([O:17][CH2:18][CH3:19])=[O:16])[CH:7]=[CH:6][CH:5]=[CH:4][CH:3]=1. The yield is 0.280. (4) The reactants are [F:1][CH2:2][CH2:3][N:4]1[CH2:7][CH:6]([NH:8][C:9]2[CH:14]=[CH:13][C:12]([N+:15]([O-])=O)=[C:11]([O:18][CH3:19])[CH:10]=2)[CH2:5]1. The catalyst is O1CCOCC1.[Pd]. The product is [F:1][CH2:2][CH2:3][N:4]1[CH2:7][CH:6]([NH:8][C:9]2[CH:14]=[CH:13][C:12]([NH2:15])=[C:11]([O:18][CH3:19])[CH:10]=2)[CH2:5]1. The yield is 0.680. (5) The reactants are [Cl:1][C:2]1[CH:7]=[CH:6][N:5]=[C:4]([NH2:8])[CH:3]=1.[I:9]N1C(=O)CCC1=O. The catalyst is C(O)(=O)C. The product is [Cl:1][C:2]1[C:7]([I:9])=[CH:6][N:5]=[C:4]([NH2:8])[CH:3]=1. The yield is 0.670.